This data is from Full USPTO retrosynthesis dataset with 1.9M reactions from patents (1976-2016). The task is: Predict the reactants needed to synthesize the given product. (1) Given the product [OH:1][C:2]1[CH:3]=[CH:4][C:5]([N+:11]([O-:13])=[O:12])=[C:6]([CH:10]=1)[C:7]([O:9][CH3:19])=[O:8], predict the reactants needed to synthesize it. The reactants are: [OH:1][C:2]1[CH:3]=[CH:4][C:5]([N+:11]([O-:13])=[O:12])=[C:6]([CH:10]=1)[C:7]([OH:9])=[O:8].OS(O)(=O)=O.[CH3:19]O. (2) Given the product [N:39]1[CH:44]=[CH:43][CH:42]=[CH:41][C:40]=1[O:45][CH2:46][C:47]1[CH:52]=[CH:51][C:50]([CH2:12][C:13]2[CH:17]=[C:16]([C:18]3[C:19]([N:24]([C:32]([O:34][C:35]([CH3:38])([CH3:37])[CH3:36])=[O:33])[C:25]([O:27][C:28]([CH3:31])([CH3:29])[CH3:30])=[O:26])=[N:20][CH:21]=[CH:22][CH:23]=3)[O:15][N:14]=2)=[CH:49][CH:48]=1, predict the reactants needed to synthesize it. The reactants are: CC1C=CC(S(O[CH2:12][C:13]2[CH:17]=[C:16]([C:18]3[C:19]([N:24]([C:32]([O:34][C:35]([CH3:38])([CH3:37])[CH3:36])=[O:33])[C:25]([O:27][C:28]([CH3:31])([CH3:30])[CH3:29])=[O:26])=[N:20][CH:21]=[CH:22][CH:23]=3)[O:15][N:14]=2)(=O)=O)=CC=1.[N:39]1[CH:44]=[CH:43][CH:42]=[CH:41][C:40]=1[O:45][CH2:46][C:47]1[CH:52]=[CH:51][C:50](B(O)O)=[CH:49][CH:48]=1.P([O-])([O-])([O-])=O.[K+].[K+].[K+].C1(P(C2C=CC=CC=2)C2C=CC=CC=2)C=CC=CC=1.CC1C=C(C2C(N(C(OC(C)(C)C)=O)C(OC(C)(C)C)=O)=NC=CC=2)ON=1. (3) Given the product [Br:1][C:2]1[CH:3]=[CH:4][C:5]([O:15][CH3:16])=[C:6]([C:8]2[N:13]=[C:12]([Cl:28])[CH:11]=[CH:10][N:9]=2)[CH:7]=1, predict the reactants needed to synthesize it. The reactants are: [Br:1][C:2]1[CH:3]=[CH:4][C:5]([O:15][CH3:16])=[C:6]([C:8]2[N:13]=[C:12](O)[CH:11]=[CH:10][N:9]=2)[CH:7]=1.CN(C)C1C=CC=CC=1.P(Cl)(Cl)([Cl:28])=O. (4) Given the product [NH:18]1[C:19]2[C:24](=[CH:23][CH:22]=[CH:21][CH:20]=2)[C:16]([CH2:15][CH2:14][N:13]2[C:27](=[O:28])[C:26]([OH:25])=[C:32]([C:33](=[O:40])[C:34]3[CH:39]=[CH:38][CH:37]=[N:36][CH:35]=3)[CH:1]2[C:3]2[CH:12]=[CH:11][C:6]([C:7]([O:9][CH3:10])=[O:8])=[CH:5][CH:4]=2)=[CH:17]1, predict the reactants needed to synthesize it. The reactants are: [CH:1]([C:3]1[CH:12]=[CH:11][C:6]([C:7]([O:9][CH3:10])=[O:8])=[CH:5][CH:4]=1)=O.[NH2:13][CH2:14][CH2:15][C:16]1[C:24]2[C:19](=[CH:20][CH:21]=[CH:22][CH:23]=2)[NH:18][CH:17]=1.[OH:25]/[C:26](=[CH:32]\[C:33](=[O:40])[C:34]1[CH:35]=[N:36][CH:37]=[CH:38][CH:39]=1)/[C:27](OCC)=[O:28]. (5) Given the product [F:1][C:2]1[C:12]2[C:11](=[O:13])[CH:10]([C:40]([C:36]3[O:35][CH:39]=[CH:38][CH:37]=3)=[O:41])[CH2:9][CH2:8][CH2:7][C:6]=2[CH:5]=[C:4]([N:14]2[CH2:18][C@H:17]([CH2:19][NH:20][C:21](=[O:23])[CH3:22])[O:16][C:15]2=[O:24])[CH:3]=1, predict the reactants needed to synthesize it. The reactants are: [F:1][C:2]1[C:12]2[C:11](=[O:13])[CH2:10][CH2:9][CH2:8][CH2:7][C:6]=2[CH:5]=[C:4]([N:14]2[CH2:18][C@H:17]([CH2:19][NH:20][C:21](=[O:23])[CH3:22])[O:16][C:15]2=[O:24])[CH:3]=1.[Li+].C[Si]([N-][Si](C)(C)C)(C)C.[O:35]1[CH:39]=[CH:38][CH:37]=[C:36]1[C:40](Cl)=[O:41].[Cl-].[NH4+]. (6) Given the product [CH2:35]([C:16]1[C:17]2[C:22](=[CH:21][CH:20]=[CH:19][C:18]=2[NH:23][C:24]([C:26]2[N:30]3[CH:31]=[CH:32][CH:33]=[CH:34][C:29]3=[N:28][CH:27]=2)=[O:25])[N:14]([CH2:13][C:9]2[N:8]=[C:7]([N:42]3[CH2:41][CH2:40][N:39]([C:45]([O:47][C:48]([CH3:51])([CH3:50])[CH3:49])=[O:46])[CH2:44][CH2:43]3)[CH:12]=[CH:11][CH:10]=2)[N:15]=1)[CH3:36], predict the reactants needed to synthesize it. The reactants are: FC(F)(F)S(O[C:7]1[CH:12]=[CH:11][CH:10]=[C:9]([CH2:13][N:14]2[C:22]3[C:17](=[C:18]([NH:23][C:24]([C:26]4[N:30]5[CH:31]=[CH:32][CH:33]=[CH:34][C:29]5=[N:28][CH:27]=4)=[O:25])[CH:19]=[CH:20][CH:21]=3)[C:16]([CH2:35][CH3:36])=[N:15]2)[N:8]=1)(=O)=O.[N:39]1([C:45]([O:47][C:48]([CH3:51])([CH3:50])[CH3:49])=[O:46])[CH2:44][CH2:43][NH:42][CH2:41][CH2:40]1.C(=O)([O-])[O-].[Cs+].[Cs+].C1(P(C2C=CC=CC=2)C2C=CC3C(=CC=CC=3)C=2C2C3C(=CC=CC=3)C=CC=2P(C2C=CC=CC=2)C2C=CC=CC=2)C=CC=CC=1.